Task: Predict the product of the given reaction.. Dataset: Forward reaction prediction with 1.9M reactions from USPTO patents (1976-2016) (1) Given the reactants [Br:1][C:2]1[CH:3]=[CH:4][C:5]([C:8]([NH:10][C:11]2[CH:33]=[C:32]3[C:14]([CH2:15][C:16]([CH3:35])([CH3:34])[CH2:17][C:18]43[CH2:23][CH2:22][S:21][C:20]([NH:24]C(=O)OC(C)(C)C)=[N:19]4)=[CH:13][CH:12]=2)=[O:9])=[N:6][CH:7]=1.C(O)(C(F)(F)F)=O, predict the reaction product. The product is: [NH2:24][C:20]1[S:21][CH2:22][CH2:23][C:18]2([C:32]3[C:14](=[CH:13][CH:12]=[C:11]([NH:10][C:8](=[O:9])[C:5]4[CH:4]=[CH:3][C:2]([Br:1])=[CH:7][N:6]=4)[CH:33]=3)[CH2:15][C:16]([CH3:35])([CH3:34])[CH2:17]2)[N:19]=1. (2) Given the reactants [Br:1][C:2]1[CH:7]=[CH:6][C:5]([C:8](=O)[CH2:9][NH:10][C:11]([C@@H:13]2[CH2:17][C:16]([F:19])([F:18])[CH2:15][N:14]2[C:20]([O:22][C:23]([CH3:26])([CH3:25])[CH3:24])=[O:21])=O)=[CH:4][CH:3]=1.C(O)(=O)C.C(O)(=O)C.[NH3:36].C1(C)C(C)=CC=CC=1, predict the reaction product. The product is: [Br:1][C:2]1[CH:7]=[CH:6][C:5]([C:8]2[NH:36][C:11]([C@@H:13]3[CH2:17][C:16]([F:19])([F:18])[CH2:15][N:14]3[C:20]([O:22][C:23]([CH3:26])([CH3:25])[CH3:24])=[O:21])=[N:10][CH:9]=2)=[CH:4][CH:3]=1. (3) Given the reactants [F:1][C:2]([F:30])([F:29])[C:3]1[CH:4]=[C:5]([NH:13][C:14](=[O:28])[C:15]2[CH:20]=[C:19]([C:21]#[C:22][Si](C)(C)C)[CH:18]=[CH:17][C:16]=2[OH:27])[CH:6]=[C:7]([C:9]([F:12])([F:11])[F:10])[CH:8]=1.[OH-].[Na+].Cl, predict the reaction product. The product is: [F:1][C:2]([F:29])([F:30])[C:3]1[CH:4]=[C:5]([NH:13][C:14](=[O:28])[C:15]2[CH:20]=[C:19]([C:21]#[CH:22])[CH:18]=[CH:17][C:16]=2[OH:27])[CH:6]=[C:7]([C:9]([F:10])([F:11])[F:12])[CH:8]=1. (4) The product is: [NH:47]1[CH:51]=[CH:50][C:49]([C:8]([N:5]2[CH2:4][CH2:3][CH:2]([O:1][C:16]3[CH:23]=[CH:22][C:21]([C:24]4[N:29]=[C:28]([NH:30][C:31]5[CH:36]=[CH:35][C:34]([N:37]6[CH2:42][CH2:41][N:40]([CH:43]7[CH2:46][O:45][CH2:44]7)[CH2:39][CH2:38]6)=[CH:33][CH:32]=5)[N:27]=[CH:26][N:25]=4)=[CH:20][C:17]=3[C:18]#[N:19])[CH2:7][CH2:6]2)=[O:10])=[CH:48]1. Given the reactants [OH:1][CH:2]1[CH2:7][CH2:6][N:5]([C:8]([O:10]C(C)(C)C)=O)[CH2:4][CH2:3]1.F[C:16]1[CH:23]=[CH:22][C:21]([C:24]2[N:29]=[C:28]([NH:30][C:31]3[CH:36]=[CH:35][C:34]([N:37]4[CH2:42][CH2:41][N:40]([CH:43]5[CH2:46][O:45][CH2:44]5)[CH2:39][CH2:38]4)=[CH:33][CH:32]=3)[N:27]=[CH:26][N:25]=2)=[CH:20][C:17]=1[C:18]#[N:19].[NH:47]1[CH:51]=[CH:50][C:49](C(O)=O)=[CH:48]1, predict the reaction product. (5) Given the reactants [CH:1]([C:3]1[CH:8]=[CH:7][C:6]([CH2:9][N:10]2[CH2:15][CH2:14][N:13]([C:16]3[C:21]([C:22]([O:24][CH:25]([CH3:27])[CH3:26])=[O:23])=[CH:20][CH:19]=[CH:18][N:17]=3)[CH2:12][CH2:11]2)=[CH:5][CH:4]=1)=O.[Cl:28][C:29]1[CH:36]=[CH:35][CH:34]=[C:33]([F:37])[C:30]=1[CH2:31][NH2:32].C(O)(=O)C.C([BH3-])#N.[Na+], predict the reaction product. The product is: [Cl:28][C:29]1[CH:36]=[CH:35][CH:34]=[C:33]([F:37])[C:30]=1[CH2:31][NH:32][CH2:1][C:3]1[CH:4]=[CH:5][C:6]([CH2:9][N:10]2[CH2:15][CH2:14][N:13]([C:16]3[C:21]([C:22]([O:24][CH:25]([CH3:27])[CH3:26])=[O:23])=[CH:20][CH:19]=[CH:18][N:17]=3)[CH2:12][CH2:11]2)=[CH:7][CH:8]=1.